From a dataset of Full USPTO retrosynthesis dataset with 1.9M reactions from patents (1976-2016). Predict the reactants needed to synthesize the given product. (1) Given the product [CH:23]1([C:26]2[CH:32]=[CH:31][C:29]([N:30]3[CH2:13][CH2:12][C:6]4([CH2:7][CH2:8][N:9]([S:19]([CH2:16][CH2:17][CH3:18])(=[O:21])=[O:20])[CH2:10][CH2:11]4)[C:4]3=[O:5])=[CH:28][CH:27]=2)[CH2:25][CH2:24]1, predict the reactants needed to synthesize it. The reactants are: C(O[C:4]([C:6]1([CH2:12][CH2:13]OC)[CH2:11][CH2:10][NH:9][CH2:8][CH2:7]1)=[O:5])C.[CH2:16]([S:19](Cl)(=[O:21])=[O:20])[CH2:17][CH3:18].[CH:23]1([C:26]2[CH:32]=[CH:31][C:29]([NH2:30])=[CH:28][CH:27]=2)[CH2:25][CH2:24]1. (2) Given the product [Cl:1][C:2]1[CH:7]=[CH:6][C:5]([C:8]2[CH:13]=[CH:12][C:11]([CH2:14][CH3:15])=[C:10]([NH2:16])[CH:9]=2)=[C:4]([F:19])[CH:3]=1, predict the reactants needed to synthesize it. The reactants are: [Cl:1][C:2]1[CH:7]=[CH:6][C:5]([C:8]2[CH:13]=[CH:12][C:11]([CH2:14][CH3:15])=[C:10]([N+:16]([O-])=O)[CH:9]=2)=[C:4]([F:19])[CH:3]=1.[Cl-].[NH4+].